This data is from Catalyst prediction with 721,799 reactions and 888 catalyst types from USPTO. The task is: Predict which catalyst facilitates the given reaction. (1) Reactant: [CH3:1][O:2][CH2:3][CH2:4][N:5]1[C:13]2[C:8](=[CH:9][CH:10]=[CH:11][C:12]=2[O:14][C:15]([F:18])([F:17])[F:16])[C:7]([C:19](O)=[O:20])=[CH:6]1.CCN(C(C)C)C(C)C.[CH3:31][O:32][C:33](=[O:57])[CH2:34][O:35][C:36]1[CH:41]=[CH:40][C:39]([CH2:42][NH:43][C:44]([O:46][C:47]([CH3:50])([CH3:49])[CH3:48])=[O:45])=[CH:38][C:37]=1[CH:51]1[CH2:56][CH2:55][NH:54][CH2:53][CH2:52]1.CCN=C=NCCCN(C)C. Product: [CH3:31][O:32][C:33](=[O:57])[CH2:34][O:35][C:36]1[CH:41]=[CH:40][C:39]([CH2:42][NH:43][C:44]([O:46][C:47]([CH3:50])([CH3:48])[CH3:49])=[O:45])=[CH:38][C:37]=1[CH:51]1[CH2:52][CH2:53][N:54]([C:19]([C:7]2[C:8]3[C:13](=[C:12]([O:14][C:15]([F:18])([F:16])[F:17])[CH:11]=[CH:10][CH:9]=3)[N:5]([CH2:4][CH2:3][O:2][CH3:1])[CH:6]=2)=[O:20])[CH2:55][CH2:56]1. The catalyst class is: 2. (2) Reactant: [CH:1](NNC(C)C)(C)C.[Li]CCCC.[Si:14]([O:21][CH2:22][CH:23]1[CH2:28][CH2:27][CH:26]([C:29]([O:31][CH3:32])=[O:30])[CH2:25][CH2:24]1)([C:17]([CH3:20])([CH3:19])[CH3:18])([CH3:16])[CH3:15].IC.[NH4+].[Cl-]. Product: [Si:14]([O:21][CH2:22][CH:23]1[CH2:24][CH2:25][C:26]([CH3:1])([C:29]([O:31][CH3:32])=[O:30])[CH2:27][CH2:28]1)([C:17]([CH3:20])([CH3:19])[CH3:18])([CH3:15])[CH3:16]. The catalyst class is: 1. (3) Reactant: N([O-])=O.[Na+].[Br:5][C:6]1[C:11](N)=[CH:10][C:9]([C:13]2[CH:18]=[CH:17][C:16]([Cl:19])=[CH:15][CH:14]=2)=[CH:8][N:7]=1.[BrH:20]. Product: [Br:5][C:6]1[C:11]([Br:20])=[CH:10][C:9]([C:13]2[CH:18]=[CH:17][C:16]([Cl:19])=[CH:15][CH:14]=2)=[CH:8][N:7]=1. The catalyst class is: 6. (4) Reactant: [Mg].BrC1C=C(OC)C(OC)=C(C2OCCCO2)C=1.[O:19]1[CH2:24][CH2:23][CH2:22][O:21][CH:20]1[C:25]1[CH:26]=[C:27]([CH:35]([C:37]2[CH:42]=[C:41]([C:43]3[O:44][CH:45]=[CH:46][CH:47]=3)[CH:40]=[CH:39][C:38]=2[O:48][CH3:49])[OH:36])[CH:28]=[C:29]([O:33][CH3:34])[C:30]=1[O:31][CH3:32].[Cr](O[Cr]([O-])(=O)=O)([O-])(=O)=O.[NH+]1C=CC=CC=1.[NH+]1C=CC=CC=1. Product: [O:19]1[CH2:24][CH2:23][CH2:22][O:21][CH:20]1[C:25]1[CH:26]=[C:27]([C:35]([C:37]2[CH:42]=[C:41]([C:43]3[O:44][CH:45]=[CH:46][CH:47]=3)[CH:40]=[CH:39][C:38]=2[O:48][CH3:49])=[O:36])[CH:28]=[C:29]([O:33][CH3:34])[C:30]=1[O:31][CH3:32]. The catalyst class is: 268.